Dataset: Peptide-MHC class I binding affinity with 185,985 pairs from IEDB/IMGT. Task: Regression. Given a peptide amino acid sequence and an MHC pseudo amino acid sequence, predict their binding affinity value. This is MHC class I binding data. The peptide sequence is LISFYADPK. The MHC is HLA-A11:01 with pseudo-sequence HLA-A11:01. The binding affinity (normalized) is 0.555.